From a dataset of Full USPTO retrosynthesis dataset with 1.9M reactions from patents (1976-2016). Predict the reactants needed to synthesize the given product. (1) Given the product [C:1]([C:5]1[CH:10]=[CH:9][C:8]([CH:11]([OH:23])[CH2:12][C:13]([C:15]2[CH:20]=[CH:19][C:18]([O:21][CH3:22])=[CH:17][CH:16]=2)=[O:14])=[CH:7][CH:6]=1)([CH3:4])([CH3:2])[CH3:3].[CH3:27][C:24]([C:28]1[CH:29]=[CH:30][C:31]([C:34]([CH2:35][C:36]([C:37]2[CH:38]=[CH:39][C:40]([O:43][CH3:44])=[CH:41][CH:42]=2)=[O:45])=[O:46])=[CH:32][CH:33]=1)([CH3:25])[CH3:26], predict the reactants needed to synthesize it. The reactants are: [C:1]([C:5]1[CH:10]=[CH:9][C:8]([CH:11]([OH:23])[CH2:12][C:13]([C:15]2[CH:20]=[CH:19][C:18]([O:21][CH3:22])=[CH:17][CH:16]=2)=[O:14])=[CH:7][CH:6]=1)([CH3:4])([CH3:3])[CH3:2].[C:24]([C:28]1[CH:33]=[CH:32][C:31]([C:34](=[O:46])[CH2:35][CH:36]([OH:45])[C:37]2[CH:42]=[CH:41][C:40]([O:43][CH3:44])=[CH:39][CH:38]=2)=[CH:30][CH:29]=1)([CH3:27])([CH3:26])[CH3:25]. (2) Given the product [CH3:7][O:8][C:9]1[CH:10]=[C:11]2[C:16](=[CH:17][C:18]=1[O:19][CH3:20])[N:15]=[CH:14][CH:13]=[C:12]2[CH2:21][OH:22], predict the reactants needed to synthesize it. The reactants are: [H-].[Al+3].[Li+].[H-].[H-].[H-].[CH3:7][O:8][C:9]1[CH:10]=[C:11]2[C:16](=[CH:17][C:18]=1[O:19][CH3:20])[N:15]=[CH:14][CH:13]=[C:12]2[C:21](OC)=[O:22]. (3) Given the product [CH:27]([C:22]1[N:23]([CH:24]([CH3:25])[CH3:26])[C:19]([C:17]2[CH:16]=[CH:15][N:14]=[C:13]([NH:6][C:7]3[CH:12]=[CH:11][C:10]([S:2](=[O:5])(=[O:3])[NH:33][CH2:32][CH2:31][O:30][CH3:29])=[CH:9][CH:8]=3)[N:18]=2)=[CH:20][N:21]=1)=[O:28], predict the reactants needed to synthesize it. The reactants are: Cl[S:2]([OH:5])(=O)=[O:3].[NH:6]([C:13]1[N:18]=[C:17]([C:19]2[N:23]([CH:24]([CH3:26])[CH3:25])[C:22]([CH:27]=[O:28])=[N:21][CH:20]=2)[CH:16]=[CH:15][N:14]=1)[C:7]1[CH:12]=[CH:11][CH:10]=[CH:9][CH:8]=1.[CH3:29][O:30][CH2:31][CH2:32][NH2:33].C(N(CC)C)C. (4) The reactants are: [Cl:1][C:2]1[N:7]=[CH:6][C:5]([CH:8]=[O:9])=[C:4]([CH:10]([CH3:12])[CH3:11])[CH:3]=1.[CH3:13][Mg]Br. Given the product [Cl:1][C:2]1[N:7]=[CH:6][C:5]([CH:8]([OH:9])[CH3:13])=[C:4]([CH:10]([CH3:12])[CH3:11])[CH:3]=1, predict the reactants needed to synthesize it. (5) Given the product [C:45]([C:49]1[O:53][N:52]=[C:51]([NH:54][C:37]([NH:8][CH2:7][C:6]2[CH:9]=[C:2]([F:1])[CH:3]=[CH:4][C:5]=2[O:10][C:11]2[CH:12]=[C:13]3[C:17](=[CH:18][CH:19]=2)[N:16]([CH2:20][CH:21]([CH3:23])[CH3:22])[N:15]=[CH:14]3)=[O:43])[CH:50]=1)([CH3:48])([CH3:47])[CH3:46], predict the reactants needed to synthesize it. The reactants are: [F:1][C:2]1[CH:3]=[CH:4][C:5]([O:10][C:11]2[CH:12]=[C:13]3[C:17](=[CH:18][CH:19]=2)[N:16]([CH2:20][CH:21]([CH3:23])[CH3:22])[N:15]=[CH:14]3)=[C:6]([CH:9]=1)[CH2:7][NH2:8].CCN(C(C)C)C(C)C.ClC(Cl)(O[C:37](=[O:43])OC(Cl)(Cl)Cl)Cl.[C:45]([C:49]1[O:53][N:52]=[C:51]([NH2:54])[CH:50]=1)([CH3:48])([CH3:47])[CH3:46]. (6) Given the product [CH:8]1([C:12]([NH:16][CH:17]([CH2:23][SH:24])[C:18]([O:20][CH2:21][CH3:22])=[O:19])=[O:14])[CH2:9][CH2:10][CH2:11]1, predict the reactants needed to synthesize it. The reactants are: C(N(CC)CC)C.[CH:8]1([C:12]([OH:14])=O)[CH2:11][CH2:10][CH2:9]1.Cl.[NH2:16][CH:17]([CH2:23][SH:24])[C:18]([O:20][CH2:21][CH3:22])=[O:19].C(P1(=O)OP(CCC)(=O)OP(CCC)(=O)O1)CC.